Dataset: Full USPTO retrosynthesis dataset with 1.9M reactions from patents (1976-2016). Task: Predict the reactants needed to synthesize the given product. (1) Given the product [CH3:8][O:7][C:5]([C:4]1[CH:3]=[C:2]([C:22]2[CH:21]=[CH:20][C:19]([CH:36]=[O:38])=[CH:24][CH:23]=2)[CH:11]=[CH:10][CH:9]=1)=[O:6], predict the reactants needed to synthesize it. The reactants are: Br[C:2]1[CH:3]=[C:4]([CH:9]=[CH:10][CH:11]=1)[C:5]([O:7][CH3:8])=[O:6].[Si](OC1N=CC=CN=1)(C(C)(C)C)([C:19]1[CH:24]=[CH:23][CH:22]=[CH:21][CH:20]=1)[C:19]1[CH:24]=[CH:23][CH:22]=[CH:21][CH:20]=1.[C:36](OCC)(=[O:38])C. (2) Given the product [Si:2]([C:11]1[CH:12]=[C:10]([CH3:14])[C:11]([CH3:12])=[CH:14][CH:10]=1)([C:5]([CH3:8])([CH3:7])[CH3:6])([CH3:4])[CH3:3], predict the reactants needed to synthesize it. The reactants are: [Mg].[Si:2](Cl)([C:5]([CH3:8])([CH3:7])[CH3:6])([CH3:4])[CH3:3].[CH2:10]1[CH2:14]O[CH2:12][CH2:11]1. (3) The reactants are: [ClH:1].[NH2:2][C@@H:3]([CH3:9])[C:4]([O:6][CH2:7][CH3:8])=[O:5].[P:10](Cl)(Cl)(=[O:18])[O:11][C:12]1[CH:17]=[CH:16][CH:15]=[CH:14][CH:13]=1.C(N(CC)CC)C. Given the product [Cl:1][C:13]1[CH:14]=[CH:15][CH:16]=[CH:17][C:12]=1[O:11][P:10](=[N:2][C@@H:3]([CH3:9])[C:4]([O:6][CH2:7][CH3:8])=[O:5])=[O:18], predict the reactants needed to synthesize it. (4) Given the product [Cl:1][C:2]1[CH:3]=[C:4]2[C:8](=[CH:9][CH:10]=1)[NH:7][CH:6]=[C:5]2[CH2:11][CH2:12][NH:13][C:14]([C:15]1[C:16]([C:29]2[CH:28]=[CH:27][CH:26]=[C:25]([C:23]#[N:24])[CH:30]=2)=[CH:17][CH:18]=[CH:19][CH:20]=1)=[O:22], predict the reactants needed to synthesize it. The reactants are: [Cl:1][C:2]1[CH:3]=[C:4]2[C:8](=[CH:9][CH:10]=1)[NH:7][CH:6]=[C:5]2[CH2:11][CH2:12][NH:13][C:14](=[O:22])[C:15]1[CH:20]=[CH:19][CH:18]=[CH:17][C:16]=1I.[C:23]([C:25]1[CH:26]=[C:27](B(O)O)[CH:28]=[CH:29][CH:30]=1)#[N:24].C(=O)([O-])[O-].[Na+].[Na+]. (5) Given the product [CH3:12][O:11][C:4]1[CH:3]=[C:2]([N:13]2[CH2:18][CH2:17][O:16][CH2:15][CH2:14]2)[CH:7]=[CH:6][C:5]=1[N+:8]([O-:10])=[O:9], predict the reactants needed to synthesize it. The reactants are: F[C:2]1[CH:7]=[CH:6][C:5]([N+:8]([O-:10])=[O:9])=[C:4]([O:11][CH3:12])[CH:3]=1.[NH:13]1[CH2:18][CH2:17][O:16][CH2:15][CH2:14]1.C([O-])([O-])=O.[K+].[K+].O. (6) Given the product [NH2:10][C:11]1[N:12]=[C:13]([CH3:35])[C:14]2[CH:28]=[CH:29][C:30](=[O:31])[N:17]([C@H:18]3[CH2:23][CH2:22][C@H:21]([O:24][CH2:25][CH2:26][OH:27])[CH2:20][CH2:19]3)[C:15]=2[N:16]=1, predict the reactants needed to synthesize it. The reactants are: C1(S)C=CC=CC=1.[H-].[Na+].[NH2:10][C:11]1[N:16]=[C:15]([NH:17][C@H:18]2[CH2:23][CH2:22][C@H:21]([O:24][CH2:25][CH2:26][OH:27])[CH2:20][CH2:19]2)[C:14](/[CH:28]=[CH:29]/[C:30](OCC)=[O:31])=[C:13]([CH3:35])[N:12]=1.N12CCCN=C1CCCCC2.C(N(C(C)C)CC)(C)C. (7) Given the product [CH3:22][O:21][C:18]1[CH:19]=[CH:20][C:15]([C:13]2[CH2:12][C:11]([C:10]([F:31])([F:30])[F:9])([OH:29])[O:3][N:2]=2)=[CH:16][C:17]=1[O:23][CH2:24][CH2:25][CH2:26][O:27][CH3:28], predict the reactants needed to synthesize it. The reactants are: Cl.[NH2:2][OH:3].C([O-])(=O)C.[Na+].[F:9][C:10]([F:31])([F:30])[C:11](=[O:29])[CH2:12][C:13]([C:15]1[CH:20]=[CH:19][C:18]([O:21][CH3:22])=[C:17]([O:23][CH2:24][CH2:25][CH2:26][O:27][CH3:28])[CH:16]=1)=O. (8) Given the product [OH:8][C:9]1[CH:14]=[CH:13][C:12]([N:15]2[C:28]3[CH:27]=[CH:26][CH:25]=[CH:24][C:23]=3[S:22](=[O:30])(=[O:29])[C:21]3[C:16]2=[CH:17][CH:18]=[CH:19][CH:20]=3)=[CH:11][CH:10]=1, predict the reactants needed to synthesize it. The reactants are: C([O:8][C:9]1[CH:14]=[CH:13][C:12]([N:15]2[C:28]3[CH:27]=[CH:26][CH:25]=[CH:24][C:23]=3[S:22](=[O:30])(=[O:29])[C:21]3[C:16]2=[CH:17][CH:18]=[CH:19][CH:20]=3)=[CH:11][CH:10]=1)C1C=CC=CC=1.C([O-])=O.[NH4+]. (9) Given the product [Cl:3][C:21]1[C:22]2=[C:14]([C:11]3[CH:12]=[CH:13][C:8]([O:7][CH3:6])=[CH:9][CH:10]=3)[C:15]([C:24]3[CH:29]=[CH:28][CH:27]=[CH:26][CH:25]=3)=[CH:16][N:17]2[N:18]=[CH:19][N:20]=1, predict the reactants needed to synthesize it. The reactants are: P(Cl)(Cl)([Cl:3])=O.[CH3:6][O:7][C:8]1[CH:13]=[CH:12][C:11]([C:14]2[C:15]([C:24]3[CH:29]=[CH:28][CH:27]=[CH:26][CH:25]=3)=[CH:16][N:17]3[C:22]=2[C:21](=O)[NH:20][CH:19]=[N:18]3)=[CH:10][CH:9]=1.